Dataset: Forward reaction prediction with 1.9M reactions from USPTO patents (1976-2016). Task: Predict the product of the given reaction. (1) Given the reactants [CH3:1][O:2][C:3](=[O:12])[C:4]1[CH:9]=[CH:8][C:7]([CH:10]=[O:11])=[CH:6][CH:5]=1.[CH2:13]([Mg]Cl)[CH2:14][CH2:15][CH3:16], predict the reaction product. The product is: [CH3:1][O:2][C:3](=[O:12])[C:4]1[CH:9]=[CH:8][C:7]([CH:10]([OH:11])[CH2:13][CH2:14][CH2:15][CH3:16])=[CH:6][CH:5]=1. (2) Given the reactants [Br:1][C:2]1[CH:3]=[C:4]([NH2:9])[C:5]([Cl:8])=[N:6][CH:7]=1.N1C=CC=CC=1.[CH3:16][S:17](Cl)(=[O:19])=[O:18].C(=O)([O-])[O-].[K+].[K+].Cl.C([O-])(=O)C.[Na+], predict the reaction product. The product is: [Br:1][C:2]1[CH:3]=[C:4]([NH:9][S:17]([CH3:16])(=[O:19])=[O:18])[C:5]([Cl:8])=[N:6][CH:7]=1. (3) Given the reactants [C:1]([NH:6][C:7]1[CH:8]=[C:9]([OH:16])[C:10](=[CH:14][CH:15]=1)[C:11]([OH:13])=[O:12])(=[O:5])[C:2]([CH3:4])=[CH2:3].O.[C:18](OC(=O)C)(=[O:20])[CH3:19], predict the reaction product. The product is: [C:18]([O:12][C:11](=[O:13])[C:10]1[C:9](=[CH:8][C:7]([NH:6][C:1](=[O:5])[C:2]([CH3:4])=[CH2:3])=[CH:15][CH:14]=1)[OH:16])(=[O:20])[CH3:19]. (4) Given the reactants Cl[C:2]1[CH:7]=[C:6]([Cl:8])[N:5]=[C:4]([NH:9][CH3:10])[N:3]=1.[CH2:11]([C@H:13]1[NH:18][CH2:17][C@@H:16]([C:19]([NH:21][C:22]2[CH:27]=[CH:26][CH:25]=[CH:24][CH:23]=2)=[O:20])[O:15][CH2:14]1)[CH3:12].CCN(C(C)C)C(C)C, predict the reaction product. The product is: [Cl:8][C:6]1[N:5]=[C:4]([NH:9][CH3:10])[N:3]=[C:2]([N:18]2[C@H:13]([CH2:11][CH3:12])[CH2:14][O:15][C@H:16]([C:19]([NH:21][C:22]3[CH:27]=[CH:26][CH:25]=[CH:24][CH:23]=3)=[O:20])[CH2:17]2)[CH:7]=1. (5) Given the reactants [CH3:1][C:2]1[CH:7]=[CH:6][C:5]([S:8]([O:11][CH2:12][CH:13]2[CH2:17][C:16]3[CH:18]=[CH:19][CH:20]=[C:21](Br)[C:15]=3[O:14]2)(=[O:10])=[O:9])=[CH:4][CH:3]=1.[F:23][C:24]([F:35])([F:34])[C:25]1[CH:26]=[C:27](B(O)O)[CH:28]=[CH:29][CH:30]=1.C(=O)([O-])[O-].[K+].[K+].CC1C=CC(S(OCC2CC3C(C4C=CC=CC=4)=CC=CC=3O2)(=O)=O)=CC=1, predict the reaction product. The product is: [CH3:1][C:2]1[CH:7]=[CH:6][C:5]([S:8]([O:11][CH2:12][CH:13]2[CH2:17][C:16]3[CH:18]=[CH:19][CH:20]=[C:21]([C:29]4[CH:28]=[CH:27][CH:26]=[C:25]([C:24]([F:35])([F:34])[F:23])[CH:30]=4)[C:15]=3[O:14]2)(=[O:10])=[O:9])=[CH:4][CH:3]=1. (6) Given the reactants [CH2:1]([C:3]1[CH:8]=[CH:7][C:6]([OH:9])=[CH:5][CH:4]=1)[CH3:2].[C:10](Cl)(=[O:12])[CH3:11], predict the reaction product. The product is: [C:10]([O:9][C:6]1[CH:7]=[CH:8][C:3]([CH2:1][CH3:2])=[CH:4][CH:5]=1)(=[O:12])[CH3:11]. (7) Given the reactants [CH3:1][N:2]([CH3:12])[CH:3]([C:7]1[CH:11]=[CH:10][S:9][CH:8]=1)[C:4]([OH:6])=O.C(Cl)CCl.[NH2:17][C:18]1[CH:26]=[CH:25][C:21]([C:22]([NH2:24])=[O:23])=[C:20]([CH3:27])[CH:19]=1.C([O-])(O)=O.[Na+], predict the reaction product. The product is: [CH3:12][N:2]([CH3:1])[CH:3]([C:7]1[CH:11]=[CH:10][S:9][CH:8]=1)[C:4]([NH:17][C:18]1[CH:26]=[CH:25][C:21]([C:22]([NH2:24])=[O:23])=[C:20]([CH3:27])[CH:19]=1)=[O:6]. (8) Given the reactants [NH2:1][C:2]1[C:10]([Cl:11])=[CH:9][CH:8]=[CH:7][C:3]=1[C:4](O)=[O:5].CC[N:14]=C=NCCCN(C)C.Cl.C1C=CC2N(O)N=NC=2C=1.CN1CCOCC1.[NH4+].[OH-], predict the reaction product. The product is: [NH2:1][C:2]1[C:10]([Cl:11])=[CH:9][CH:8]=[CH:7][C:3]=1[C:4]([NH2:14])=[O:5]. (9) Given the reactants [Cl:1][C:2]1[C:24]([O:25][CH3:26])=[CH:23][CH:22]=[CH:21][C:3]=1[O:4][C:5]1[CH2:9][N:8]([C@@H:10]([CH2:14][CH:15]2[CH2:19][CH2:18][CH2:17][CH2:16]2)[C:11]([OH:13])=O)[C:7](=[O:20])[CH:6]=1.CN(C)CCCN=C=NCC.ON1C2C=CC=CC=2N=N1.[NH2:48][C:49]1[CH:53]=[CH:52][N:51]([CH2:54][C:55]([CH3:58])([OH:57])[CH3:56])[N:50]=1, predict the reaction product. The product is: [Cl:1][C:2]1[C:24]([O:25][CH3:26])=[CH:23][CH:22]=[CH:21][C:3]=1[O:4][C:5]1[CH2:9][N:8]([C@@H:10]([CH2:14][CH:15]2[CH2:19][CH2:18][CH2:17][CH2:16]2)[C:11]([NH:48][C:49]2[CH:53]=[CH:52][N:51]([CH2:54][C:55]([OH:57])([CH3:56])[CH3:58])[N:50]=2)=[O:13])[C:7](=[O:20])[CH:6]=1.